This data is from Reaction yield outcomes from USPTO patents with 853,638 reactions. The task is: Predict the reaction yield, written as a fraction of the theoretical maximum amount of product (1.0 means a 100% yield; for example, 0.34 means a 34% yield). (1) The reactants are [Br:1][C:2]1[C:3]([CH2:20][C:21]([NH:23][N:24]([C:38]2[CH:43]=[CH:42][C:41]([O:44][CH3:45])=[CH:40][CH:39]=2)[C:25]2[C:30]([N:31]3[CH2:36][CH2:35][CH2:34][CH2:33][CH2:32]3)=[CH:29][CH:28]=[CH:27][C:26]=2[CH3:37])=[O:22])=[CH:4][C:5]([O:18][CH3:19])=[C:6]([CH:17]=1)[C:7]([O:9]N1C(=O)CCC1=O)=O.[CH3:46][NH:47][CH3:48]. The catalyst is C1COCC1. The product is [Br:1][C:2]1[C:3]([CH2:20][C:21]([NH:23][N:24]([C:38]2[CH:43]=[CH:42][C:41]([O:44][CH3:45])=[CH:40][CH:39]=2)[C:25]2[C:30]([N:31]3[CH2:36][CH2:35][CH2:34][CH2:33][CH2:32]3)=[CH:29][CH:28]=[CH:27][C:26]=2[CH3:37])=[O:22])=[CH:4][C:5]([O:18][CH3:19])=[C:6]([CH:17]=1)[C:7]([N:47]([CH3:48])[CH3:46])=[O:9]. The yield is 0.530. (2) The reactants are [H-].[Na+].[Cl:3][C:4]1[CH:5]=[C:6]([C@@:10]([C@@H:15]2[CH2:20][CH2:19][CH2:18][N:17]([C:21]([O:23][C:24]([CH3:27])([CH3:26])[CH3:25])=[O:22])[CH2:16]2)([OH:14])[CH2:11][CH2:12][CH3:13])[CH:7]=[CH:8][CH:9]=1.Br[CH2:29][CH2:30][O:31][Si:32]([C:35]([CH3:38])([CH3:37])[CH3:36])([CH3:34])[CH3:33].[NH4+].[Cl-]. The catalyst is C1COCC1. The product is [Si:32]([O:31][CH2:30][CH2:29][O:14][C@:10]([C@@H:15]1[CH2:20][CH2:19][CH2:18][N:17]([C:21]([O:23][C:24]([CH3:26])([CH3:25])[CH3:27])=[O:22])[CH2:16]1)([C:6]1[CH:7]=[CH:8][CH:9]=[C:4]([Cl:3])[CH:5]=1)[CH2:11][CH2:12][CH3:13])([C:35]([CH3:38])([CH3:37])[CH3:36])([CH3:34])[CH3:33]. The yield is 0.100.